Regression. Given two drug SMILES strings and cell line genomic features, predict the synergy score measuring deviation from expected non-interaction effect. From a dataset of NCI-60 drug combinations with 297,098 pairs across 59 cell lines. (1) Cell line: MOLT-4. Drug 1: C1CC(C1)(C(=O)O)C(=O)O.[NH2-].[NH2-].[Pt+2]. Drug 2: CS(=O)(=O)OCCCCOS(=O)(=O)C. Synergy scores: CSS=81.6, Synergy_ZIP=2.04, Synergy_Bliss=1.40, Synergy_Loewe=-1.51, Synergy_HSA=1.16. (2) Drug 1: CC1CCC2CC(C(=CC=CC=CC(CC(C(=O)C(C(C(=CC(C(=O)CC(OC(=O)C3CCCCN3C(=O)C(=O)C1(O2)O)C(C)CC4CCC(C(C4)OC)O)C)C)O)OC)C)C)C)OC. Drug 2: COCCOC1=C(C=C2C(=C1)C(=NC=N2)NC3=CC=CC(=C3)C#C)OCCOC.Cl. Cell line: 786-0. Synergy scores: CSS=19.8, Synergy_ZIP=-2.78, Synergy_Bliss=2.34, Synergy_Loewe=0.692, Synergy_HSA=3.52. (3) Drug 1: COC1=C(C=C2C(=C1)N=CN=C2NC3=CC(=C(C=C3)F)Cl)OCCCN4CCOCC4. Drug 2: C1=NC2=C(N=C(N=C2N1C3C(C(C(O3)CO)O)F)Cl)N. Cell line: 786-0. Synergy scores: CSS=28.2, Synergy_ZIP=-6.91, Synergy_Bliss=-6.14, Synergy_Loewe=-7.71, Synergy_HSA=-3.12. (4) Drug 1: C1=NC2=C(N1)C(=S)N=CN2. Drug 2: B(C(CC(C)C)NC(=O)C(CC1=CC=CC=C1)NC(=O)C2=NC=CN=C2)(O)O. Cell line: MDA-MB-231. Synergy scores: CSS=57.6, Synergy_ZIP=-2.70, Synergy_Bliss=-3.20, Synergy_Loewe=-13.3, Synergy_HSA=-1.14. (5) Cell line: HT29. Synergy scores: CSS=1.01, Synergy_ZIP=0.761, Synergy_Bliss=1.25, Synergy_Loewe=-5.37, Synergy_HSA=-3.23. Drug 1: CNC(=O)C1=CC=CC=C1SC2=CC3=C(C=C2)C(=NN3)C=CC4=CC=CC=N4. Drug 2: C1=NNC2=C1C(=O)NC=N2. (6) Drug 1: C1=CN(C(=O)N=C1N)C2C(C(C(O2)CO)O)O.Cl. Drug 2: C(CN)CNCCSP(=O)(O)O. Cell line: 786-0. Synergy scores: CSS=10.6, Synergy_ZIP=-7.82, Synergy_Bliss=-3.78, Synergy_Loewe=-29.3, Synergy_HSA=-4.77.